Task: Predict the product of the given reaction.. Dataset: Forward reaction prediction with 1.9M reactions from USPTO patents (1976-2016) (1) Given the reactants [CH:1]1([C:6]([C:17]2[CH:22]=[CH:21][CH:20]=[CH:19][CH:18]=2)([OH:16])[C:7]([O:9][CH:10]2[CH2:14][CH2:13][N:12]([CH3:15])[CH2:11]2)=[O:8])[CH2:5][CH2:4][CH2:3][CH2:2]1.[Br:23][CH2:24][C:25]([O:27][CH2:28][CH3:29])=[O:26].C(OCC)C, predict the reaction product. The product is: [Br-:23].[CH:1]1([C:6]([C:17]2[CH:22]=[CH:21][CH:20]=[CH:19][CH:18]=2)([OH:16])[C:7]([O:9][CH:10]2[CH2:14][CH2:13][N+:12]([CH2:24][C:25]([O:27][CH2:28][CH3:29])=[O:26])([CH3:15])[CH2:11]2)=[O:8])[CH2:5][CH2:4][CH2:3][CH2:2]1. (2) Given the reactants [Cl:1][C:2]1[N:3]=[C:4]2[C:9](=[CH:10][CH:11]=1)[N:8]=[CH:7][C:6]([C:12](=[O:14])[CH3:13])=[C:5]2[NH:15][C@H:16]1[CH2:21][CH2:20][C@H:19]([CH2:22][OH:23])[CH2:18][CH2:17]1.C(N(CC)CC)C.[CH3:31][S:32](Cl)(=[O:34])=[O:33], predict the reaction product. The product is: [CH3:31][S:32]([O:23][CH2:22][C@H:19]1[CH2:20][CH2:21][C@H:16]([NH:15][C:5]2[C:4]3[C:9](=[CH:10][CH:11]=[C:2]([Cl:1])[N:3]=3)[N:8]=[CH:7][C:6]=2[C:12](=[O:14])[CH3:13])[CH2:17][CH2:18]1)(=[O:34])=[O:33]. (3) Given the reactants [C:1]([N:4]([CH2:12][CH2:13][C:14]1[CH:19]=[CH:18][CH:17]=[CH:16][CH:15]=1)[NH:5][C:6](=[O:11])[C:7](OC)=[O:8])(=[S:3])[NH2:2].C1CCN2C(=NCCC2)CC1, predict the reaction product. The product is: [OH:11][C:6]1[C:7](=[O:8])[NH:2][C:1](=[S:3])[N:4]([CH2:12][CH2:13][C:14]2[CH:19]=[CH:18][CH:17]=[CH:16][CH:15]=2)[N:5]=1. (4) Given the reactants [F:1][C:2]1[CH:7]=[C:6]([I:8])[CH:5]=[CH:4][C:3]=1[N:9]1[C:14]([NH:15][CH3:16])=[CH:13][C:12](=[O:17])[N:11]([CH3:18])[C:10]1=[O:19].[CH3:20][CH:21]([C:25]([OH:27])=O)[C:22]([OH:24])=O, predict the reaction product. The product is: [F:1][C:2]1[CH:7]=[C:6]([I:8])[CH:5]=[CH:4][C:3]=1[N:9]1[C:14]2[N:15]([CH3:16])[C:25](=[O:27])[C:21]([CH3:20])=[C:22]([OH:24])[C:13]=2[C:12](=[O:17])[N:11]([CH3:18])[C:10]1=[O:19]. (5) Given the reactants Cl[C:2]1[C:11]2[C:6](=[CH:7][C:8]([C:13]([N:15]3[CH2:19][CH2:18][CH2:17][CH2:16]3)=[O:14])=[C:9]([Cl:12])[CH:10]=2)[N:5]=[CH:4][N:3]=1.[Cl:20][C:21]1[CH:41]=[CH:40][C:24]2[NH:25][C:26]([C@@H:28]([NH2:39])[CH2:29][CH2:30][CH2:31][C:32]([O:34][C:35]([CH3:38])([CH3:37])[CH3:36])=[O:33])=[N:27][C:23]=2[CH:22]=1.C(N(CC)CC)C, predict the reaction product. The product is: [Cl:12][C:9]1[CH:10]=[C:11]2[C:6](=[CH:7][C:8]=1[C:13]([N:15]1[CH2:19][CH2:18][CH2:17][CH2:16]1)=[O:14])[N:5]=[CH:4][N:3]=[C:2]2[NH:39][C@H:28]([C:26]1[NH:25][C:24]2[CH:40]=[CH:41][C:21]([Cl:20])=[CH:22][C:23]=2[N:27]=1)[CH2:29][CH2:30][CH2:31][C:32]([O:34][C:35]([CH3:37])([CH3:36])[CH3:38])=[O:33]. (6) The product is: [Br:1][C:2]1[CH:3]=[CH:4][C:5]([F:16])=[C:6]([C:8]2([CH2:9][C:10]([O:12][CH2:13][CH3:14])=[O:11])[O:19][CH2:18][CH2:17][O:15]2)[CH:7]=1. Given the reactants [Br:1][C:2]1[CH:3]=[CH:4][C:5]([F:16])=[C:6]([C:8](=[O:15])[CH2:9][C:10]([O:12][CH2:13][CH3:14])=[O:11])[CH:7]=1.[CH2:17](O)[CH2:18][OH:19].C1(C)C=CC(S(O)(=O)=O)=CC=1, predict the reaction product. (7) Given the reactants [Cl:1][C:2]1[C:16]([Cl:17])=[CH:15][C:5]2[NH:6][C:7]([C:9](=[O:14])[C:10]([F:13])([F:12])[F:11])=[N:8][C:4]=2[CH:3]=1.Br[CH2:19][C:20]#[C:21][CH3:22].[In].Cl, predict the reaction product. The product is: [Cl:17][C:16]1[C:2]([Cl:1])=[CH:3][C:4]2[NH:8][C:7]([C:9]([OH:14])([C:21]([CH3:22])=[C:20]=[CH2:19])[C:10]([F:13])([F:11])[F:12])=[N:6][C:5]=2[CH:15]=1.